Task: Predict the product of the given reaction.. Dataset: Forward reaction prediction with 1.9M reactions from USPTO patents (1976-2016) (1) Given the reactants [CH3:1][N:2]1[C:15]2[C:10](=[CH:11][CH:12]=[CH:13][CH:14]=2)[C:4]2([CH2:9][CH2:8][O:7][CH2:6][CH2:5]2)[C:3]1=[O:16].[N+:17]([O-])([OH:19])=[O:18], predict the reaction product. The product is: [CH3:1][N:2]1[C:15]2[C:10](=[CH:11][C:12]([N+:17]([O-:19])=[O:18])=[CH:13][CH:14]=2)[C:4]2([CH2:9][CH2:8][O:7][CH2:6][CH2:5]2)[C:3]1=[O:16]. (2) Given the reactants Br[C:2]1[S:3][C:4]([NH:8][C:9](=[O:11])[CH3:10])=[C:5]([Br:7])[N:6]=1.C(NCC)C, predict the reaction product. The product is: [Br:7][C:5]1[N:6]=[CH:2][S:3][C:4]=1[NH:8][C:9](=[O:11])[CH3:10]. (3) Given the reactants [F:1][C:2]1[CH:10]=[CH:9][C:8]2[NH:7][C:6]3[CH:11]4[CH2:17][CH2:16][N:14]([CH2:15][C:5]=3[C:4]=2[CH:3]=1)[CH2:13][CH2:12]4.Br[C:19]1[CH:20]=[N:21][C:22]([CH3:25])=[N:23][CH:24]=1.C([O-])([O-])=O.[K+].[K+].CNCCNC, predict the reaction product. The product is: [F:1][C:2]1[CH:10]=[CH:9][C:8]2[N:7]([C:19]3[CH:20]=[N:21][C:22]([CH3:25])=[N:23][CH:24]=3)[C:6]3[CH:11]4[CH2:12][CH2:13][N:14]([CH2:15][C:5]=3[C:4]=2[CH:3]=1)[CH2:16][CH2:17]4. (4) Given the reactants [F:1][C:2]1[CH:7]=[CH:6][C:5]([C:8]2[CH:18]=[CH:17][C:11]([C:12]([O:14]CC)=[O:13])=[C:10]([CH2:19]Br)[N:9]=2)=[CH:4][CH:3]=1.[CH3:21][O-:22].[Na+].[OH-].[Na+], predict the reaction product. The product is: [F:1][C:2]1[CH:7]=[CH:6][C:5]([C:8]2[CH:18]=[CH:17][C:11]([C:12]([OH:14])=[O:13])=[C:10]([CH2:19][O:22][CH3:21])[N:9]=2)=[CH:4][CH:3]=1. (5) Given the reactants [Cl:1][C:2]1[CH:7]=[CH:6][C:5]([C:8](=[O:11])[CH2:9][CH3:10])=[CH:4][CH:3]=1.[CH:12]1([Mg]Br)[CH2:14][CH2:13]1.C1(C(C2C=CC(Cl)=CC=2)(O)C)CC1, predict the reaction product. The product is: [CH:12]1([C:8]([C:5]2[CH:4]=[CH:3][C:2]([Cl:1])=[CH:7][CH:6]=2)([OH:11])[CH2:9][CH3:10])[CH2:14][CH2:13]1. (6) Given the reactants [Br:1]N1C(=O)CCC1=O.[C:9]([C:13]1[N:18]=[C:17]([OH:19])[C:16]([C:20]#[N:21])=[CH:15][CH:14]=1)([CH3:12])([CH3:11])[CH3:10].O, predict the reaction product. The product is: [Br:1][C:14]1[CH:15]=[C:16]([C:20]#[N:21])[C:17]([OH:19])=[N:18][C:13]=1[C:9]([CH3:12])([CH3:10])[CH3:11].